Dataset: Forward reaction prediction with 1.9M reactions from USPTO patents (1976-2016). Task: Predict the product of the given reaction. (1) Given the reactants Cl[C:2]1[N:7]=[C:6]([CH3:8])[N:5]=[C:4]([N:9]([CH2:19][C:20]2[CH:25]=[CH:24][C:23]([O:26][CH3:27])=[CH:22][CH:21]=2)[CH2:10][C:11]2[CH:16]=[CH:15][C:14]([O:17][CH3:18])=[CH:13][CH:12]=2)[N:3]=1.[F:28][C:29]1[C:34](B(O)O)=[CH:33][C:32]([CH2:38][N:39]2[CH2:44][CH2:43][S:42][CH2:41][CH2:40]2)=[CH:31][N:30]=1.C([O-])(=O)C.[K+], predict the reaction product. The product is: [F:28][C:29]1[C:34]([C:2]2[N:7]=[C:6]([CH3:8])[N:5]=[C:4]([N:9]([CH2:19][C:20]3[CH:25]=[CH:24][C:23]([O:26][CH3:27])=[CH:22][CH:21]=3)[CH2:10][C:11]3[CH:16]=[CH:15][C:14]([O:17][CH3:18])=[CH:13][CH:12]=3)[N:3]=2)=[CH:33][C:32]([CH2:38][N:39]2[CH2:44][CH2:43][S:42][CH2:41][CH2:40]2)=[CH:31][N:30]=1. (2) Given the reactants C([Zn]CC)C.C(OC(=O)CC)(=O)CC.C1(=O)CCCC=C1.S(=O)(=O)(O)O.C([O:31][C:32]1[CH2:37][CH2:36][CH2:35][CH:34]([CH2:38][CH3:39])[CH:33]=1)(=O)CC, predict the reaction product. The product is: [CH2:38]([CH:34]1[CH2:35][CH2:36][CH2:37][C:32](=[O:31])[CH2:33]1)[CH3:39]. (3) Given the reactants [NH2:1][C:2]([NH:4][C:5]1[C:6]([C:17]([NH2:19])=[O:18])=[N:7][N:8]([C:10]2[CH:15]=[CH:14][C:13](I)=[CH:12][CH:11]=2)[CH:9]=1)=[O:3].NC(NC1C(C(N)=O)=NN(C2C=CC(Br)=CC=2)C=1)=O.C([O-])(=O)C.[Cs+].[CH:44]1([SH:50])[CH2:49][CH2:48][CH2:47][CH2:46][CH2:45]1, predict the reaction product. The product is: [C:17]([C:6]1[C:5]([NH:4][C:2]([NH2:1])=[O:3])=[CH:9][N:8]([C:10]2[CH:15]=[CH:14][C:13]([S:50][CH:44]3[CH2:49][CH2:48][CH2:47][CH2:46][CH2:45]3)=[CH:12][CH:11]=2)[N:7]=1)(=[O:18])[NH2:19]. (4) Given the reactants [F:1][C:2]([CH3:29])([CH3:28])[CH2:3][N:4]1[CH2:9][CH2:8][CH:7]([CH2:10][O:11][C:12]2[CH:17]=[CH:16][C:15]([C:18]3[N:19]=[CH:20][C:21]([C:24]([O:26]C)=[O:25])=[N:22][CH:23]=3)=[CH:14][CH:13]=2)[CH2:6][CH2:5]1.O[Li].O, predict the reaction product. The product is: [F:1][C:2]([CH3:29])([CH3:28])[CH2:3][N:4]1[CH2:9][CH2:8][CH:7]([CH2:10][O:11][C:12]2[CH:13]=[CH:14][C:15]([C:18]3[N:19]=[CH:20][C:21]([C:24]([OH:26])=[O:25])=[N:22][CH:23]=3)=[CH:16][CH:17]=2)[CH2:6][CH2:5]1. (5) Given the reactants COC(N[C@@H](C(C)C)C(N1CC(=O)C[C@H]1C(OCC1C=CC=CC=1)=O)=O)=O.Cl.Cl.Cl.[F:31][C:32]1([F:80])[C:44]2[CH:43]=[C:42]([C:45]3[CH:46]=[CH:47][C:48]4[N:52]=[C:51]([C@@H:53]5[CH2:57][CH2:56][CH2:55][N:54]5[C:58](=[O:68])[C@@H:59]([NH:63][C:64](=[O:67])[O:65][CH3:66])[CH:60]([CH3:62])[CH3:61])[NH:50][C:49]=4[CH:69]=3)[CH:41]=[CH:40][C:39]=2[C:38]2[C:33]1=[CH:34][C:35]([C:70]1[NH:74][C:73]([C@@H:75]3[CH2:79][CH2:78][CH2:77][NH:76]3)=[N:72][CH:71]=1)=[CH:36][CH:37]=2.[CH3:81][O:82][C:83]([NH:85][C@@H:86]([CH:90]1[CH2:95][CH2:94][O:93][CH2:92][CH2:91]1)[C:87](O)=[O:88])=[O:84].Cl.O=C1CN[C@H](C(OCC2C=CC=CC=2)=O)C1.COC(N[C@@H](C(C)C)C(O)=O)=O, predict the reaction product. The product is: [CH3:66][O:65][C:64](=[O:67])[NH:63][C@@H:59]([CH:60]([CH3:62])[CH3:61])[C:58]([N:54]1[CH2:55][CH2:56][CH2:57][C@H:53]1[C:51]1[NH:50][C:49]2[CH:69]=[C:45]([C:42]3[CH:41]=[CH:40][C:39]4[C:38]5[C:33](=[CH:34][C:35]([C:70]6[NH:74][C:73]([C@@H:75]7[CH2:79][CH2:78][CH2:77][N:76]7[C:87](=[O:88])[C@@H:86]([NH:85][C:83]([O:82][CH3:81])=[O:84])[CH:90]7[CH2:95][CH2:94][O:93][CH2:92][CH2:91]7)=[N:72][CH:71]=6)=[CH:36][CH:37]=5)[C:32]([F:31])([F:80])[C:44]=4[CH:43]=3)[CH:46]=[CH:47][C:48]=2[N:52]=1)=[O:68].